Dataset: Reaction yield outcomes from USPTO patents with 853,638 reactions. Task: Predict the reaction yield, written as a fraction of the theoretical maximum amount of product (1.0 means a 100% yield; for example, 0.34 means a 34% yield). (1) The reactants are [NH2:1][C:2]1[CH:7]=[CH:6][N:5]=[CH:4][CH:3]=1.[F:8][C:9]([F:29])([F:28])[C:10]1[CH:15]=[CH:14][CH:13]=[CH:12][C:11]=1[C:16]1[CH:21]=[CH:20][N:19]2[N:22]=[CH:23][C:24]([C:25](O)=[O:26])=[C:18]2[N:17]=1.N1C=CC=CC=1.CN(C(ON1N=NC2C=CC=NC1=2)=[N+](C)C)C.F[P-](F)(F)(F)(F)F. The product is [N:5]1[CH:6]=[CH:7][C:2]([NH:1][C:25]([C:24]2[CH:23]=[N:22][N:19]3[CH:20]=[CH:21][C:16]([C:11]4[CH:12]=[CH:13][CH:14]=[CH:15][C:10]=4[C:9]([F:29])([F:8])[F:28])=[N:17][C:18]=23)=[O:26])=[CH:3][CH:4]=1. The yield is 0.730. The catalyst is CC#N.O. (2) The reactants are [NH2:1][C:2]([C:4]1[CH:9]=[C:8]([C:10]([NH:12][CH2:13][C:14]([CH3:17])([CH3:16])[CH3:15])=[O:11])[CH:7]=[CH:6][C:5]=1[C:18]1[C:23]([CH3:24])=[C:22]([F:25])[CH:21]=[C:20]([C:26]([O:28]C(C)(C)C)=[O:27])[CH:19]=1)=[O:3].[OH-].[K+].C(O)(=O)C. The catalyst is O.CO. The product is [NH2:1][C:2]([C:4]1[CH:9]=[C:8]([C:10]([NH:12][CH2:13][C:14]([CH3:17])([CH3:16])[CH3:15])=[O:11])[CH:7]=[CH:6][C:5]=1[C:18]1[C:23]([CH3:24])=[C:22]([F:25])[CH:21]=[C:20]([C:26]([OH:28])=[O:27])[CH:19]=1)=[O:3]. The yield is 0.730. (3) The reactants are [Br:1][C:2]1[CH:3]=[C:4]([C:11]([O:13][CH3:14])=[O:12])[C:5]2[CH:6]=[N:7][NH:8][C:9]=2[CH:10]=1.C(=O)([O-])[O-].[Cs+].[Cs+].I[CH:22]([CH3:24])[CH3:23]. The catalyst is C(#N)C. The product is [Br:1][C:2]1[CH:3]=[C:4]([C:11]([O:13][CH3:14])=[O:12])[C:5]2[CH:6]=[N:7][N:8]([CH:22]([CH3:24])[CH3:23])[C:9]=2[CH:10]=1. The yield is 0.326. (4) The reactants are Cl[C:2]1[C:7]([C:8]([O:10][CH2:11][CH3:12])=[S:9])=[CH:6][N:5]=[C:4]([CH3:13])[N:3]=1.[CH3:14][NH2:15].O. The catalyst is ClCCl.C(O)C. The product is [CH3:14][NH:15][C:2]1[C:7]([C:8]([O:10][CH2:11][CH3:12])=[S:9])=[CH:6][N:5]=[C:4]([CH3:13])[N:3]=1. The yield is 0.970. (5) The reactants are [CH:1]([N:4]1[C:8]2[CH:9]=[CH:10][CH:11]=[CH:12][C:7]=2[NH:6][C:5]1=[O:13])([CH3:3])[CH3:2].C(N(CC)CC)C.Cl[C:22](Cl)([O:24]C(=O)OC(Cl)(Cl)Cl)Cl.[NH2:33][CH2:34][CH:35]1[CH2:40][CH2:39][N:38]([C:41]([O:43][C:44]([CH3:47])([CH3:46])[CH3:45])=[O:42])[CH2:37][CH2:36]1.C([O-])(O)=O.[Na+]. The catalyst is O1CCCC1. The product is [CH:1]([N:4]1[C:8]2[CH:9]=[CH:10][CH:11]=[CH:12][C:7]=2[N:6]([C:22]([NH:33][CH2:34][CH:35]2[CH2:40][CH2:39][N:38]([C:41]([O:43][C:44]([CH3:47])([CH3:46])[CH3:45])=[O:42])[CH2:37][CH2:36]2)=[O:24])[C:5]1=[O:13])([CH3:3])[CH3:2]. The yield is 0.620. (6) The reactants are [CH3:1][C@@:2]1([CH2:20][O:21][S:22]([C:25]2[CH:30]=[CH:29][C:28]([CH3:31])=[CH:27][CH:26]=2)(=[O:24])=[O:23])[O:7][C:6]2[C:8](OS(C(F)(F)F)(=O)=O)=[CH:9][CH:10]=[CH:11][C:5]=2[O:4][CH2:3]1.[CH3:32][O:33][C:34]1[CH:39]=[CH:38][CH:37]=[CH:36][C:35]=1B(O)O. No catalyst specified. The product is [CH3:32][O:33][C:34]1[CH:39]=[CH:38][CH:37]=[CH:36][C:35]=1[C:8]1[C:6]2[O:7][C@:2]([CH2:20][O:21][S:22]([C:25]3[CH:26]=[CH:27][C:28]([CH3:31])=[CH:29][CH:30]=3)(=[O:24])=[O:23])([CH3:1])[CH2:3][O:4][C:5]=2[CH:11]=[CH:10][CH:9]=1. The yield is 1.00.